This data is from Cav3 T-type calcium channel HTS with 100,875 compounds. The task is: Binary Classification. Given a drug SMILES string, predict its activity (active/inactive) in a high-throughput screening assay against a specified biological target. The molecule is BrC12C(N3C(C1)C(=O)NC(C3=O)Cc1ccccc1)N(S(=O)(=O)C)c1c2cccc1. The result is 0 (inactive).